Dataset: Full USPTO retrosynthesis dataset with 1.9M reactions from patents (1976-2016). Task: Predict the reactants needed to synthesize the given product. (1) The reactants are: Cl[C:2]1[N:7]=[C:6]([C:8]2[CH:13]=[CH:12][C:11]([N+:14]([O-:16])=[O:15])=[CH:10][CH:9]=2)[N:5]=[C:4]([N:17]2[C@@H:21]([CH2:22][OH:23])[CH2:20][CH2:19][C@H:18]2[CH2:24][OH:25])[N:3]=1.Cl.[CH:27]12[O:34][CH:31]([CH2:32][CH2:33]1)[CH2:30][NH:29][CH2:28]2.C(N(CC)CC)C. Given the product [CH:31]12[O:34][CH:27]([CH2:33][CH2:32]1)[CH2:28][N:29]([C:2]1[N:7]=[C:6]([C:8]3[CH:13]=[CH:12][C:11]([N+:14]([O-:16])=[O:15])=[CH:10][CH:9]=3)[N:5]=[C:4]([N:17]3[C@@H:21]([CH2:22][OH:23])[CH2:20][CH2:19][C@H:18]3[CH2:24][OH:25])[N:3]=1)[CH2:30]2, predict the reactants needed to synthesize it. (2) Given the product [Cl:1][C:2]1[CH:3]=[C:4]([CH2:20][C:21]([OH:23])=[O:22])[CH:5]=[CH:6][C:7]=1[O:8][CH2:9][C:10]1[CH:19]=[CH:18][C:17]2[C:12](=[CH:13][CH:14]=[CH:15][CH:16]=2)[N:11]=1, predict the reactants needed to synthesize it. The reactants are: [Cl:1][C:2]1[CH:3]=[C:4]([CH2:20][C:21]([O:23]CC)=[O:22])[CH:5]=[CH:6][C:7]=1[O:8][CH2:9][C:10]1[CH:19]=[CH:18][C:17]2[C:12](=[CH:13][CH:14]=[CH:15][CH:16]=2)[N:11]=1.CO.O[Li].O.Cl. (3) Given the product [CH:1]1([CH:7]([NH:24][C:25]2[CH:33]=[CH:32][C:28]([C:29]([NH:56][CH2:57][CH:58]([CH3:63])[C:59]([O:61][CH3:62])=[O:60])=[O:30])=[CH:27][CH:26]=2)[C:8]2[C:9]([CH2:22][CH3:23])=[N:10][N:11]([C:13]3[CH:18]=[CH:17][CH:16]=[C:15]([O:19][CH2:20][CH3:21])[CH:14]=3)[CH:12]=2)[CH2:2][CH2:3][CH2:4][CH2:5][CH2:6]1, predict the reactants needed to synthesize it. The reactants are: [CH:1]1([CH:7]([NH:24][C:25]2[CH:33]=[CH:32][C:28]([C:29](O)=[O:30])=[CH:27][CH:26]=2)[C:8]2[C:9]([CH2:22][CH3:23])=[N:10][N:11]([C:13]3[CH:18]=[CH:17][CH:16]=[C:15]([O:19][CH2:20][CH3:21])[CH:14]=3)[CH:12]=2)[CH2:6][CH2:5][CH2:4][CH2:3][CH2:2]1.Cl.C(N=C=NCCCN(C)C)C.ON1C2C=CC=CC=2N=N1.[NH2:56][CH2:57][CH:58]([CH3:63])[C:59]([O:61][CH3:62])=[O:60]. (4) Given the product [Cl:1][C:2]1[CH:10]=[CH:9][CH:8]=[C:7]2[C:3]=1[C:4]([CH:16]([C:4]1[C:3]3[C:7](=[CH:8][CH:9]=[CH:10][C:2]=3[Cl:1])[NH:6][CH:5]=1)[C:15]1[CH:18]=[CH:19][C:12]([F:11])=[CH:13][C:14]=1[C:20]([F:23])([F:22])[F:21])=[CH:5][NH:6]2, predict the reactants needed to synthesize it. The reactants are: [Cl:1][C:2]1[CH:10]=[CH:9][CH:8]=[C:7]2[C:3]=1[CH:4]=[CH:5][NH:6]2.[F:11][C:12]1[CH:19]=[CH:18][C:15]([CH:16]=O)=[C:14]([C:20]([F:23])([F:22])[F:21])[CH:13]=1. (5) Given the product [CH:1]([N:5]1[C:13]2[CH:12]=[C:11]([Cl:14])[N:10]=[CH:9][C:8]=2[C:7]([N:15]2[CH2:16][CH2:17][NH:18][C:19](=[O:22])[CH2:20]2)=[N:6]1)([CH2:3][CH3:4])[CH3:2], predict the reactants needed to synthesize it. The reactants are: [CH:1]([N:5]1[C:13]2[CH:12]=[C:11]([Cl:14])[N:10]=[CH:9][C:8]=2[C:7]([NH:15][CH2:16][CH2:17][NH:18][C:19](=[O:22])[CH2:20]Cl)=[N:6]1)([CH2:3][CH3:4])[CH3:2].C(=O)(O)[O-].[Na+].[I-].[K+]. (6) The reactants are: [NH2:1][C:2]1[N:10]=[CH:9][C:8]([Cl:11])=[CH:7][C:3]=1[C:4]([NH2:6])=[O:5].[C:12]([C:14]1[CH:15]=[C:16]([CH:19]=[CH:20][CH:21]=1)[CH2:17][Br:18])#[N:13]. Given the product [BrH:18].[Cl:11][C:8]1[CH:7]=[C:3]([C:4]([NH2:6])=[O:5])[C:2](=[NH:1])[N:10]([CH2:17][C:16]2[CH:19]=[CH:20][CH:21]=[C:14]([C:12]#[N:13])[CH:15]=2)[CH:9]=1, predict the reactants needed to synthesize it. (7) Given the product [Br:17][C:18]1[C:19]([O:14][CH3:13])=[CH:20][C:21]([Cl:37])=[C:22]([CH2:26][C:28]2[CH:29]=[CH:30][C:31]([O:34][CH2:35][CH3:36])=[CH:32][CH:33]=2)[CH:23]=1, predict the reactants needed to synthesize it. The reactants are: [SiH](CC)(CC)CC.B(F)(F)F.C[CH2:13][O:14]CC.[Br:17][C:18]1[CH:19]=[CH:20][C:21]([Cl:37])=[C:22]([C:26]([C:28]2[CH:33]=[CH:32][C:31]([O:34][CH2:35][CH3:36])=[CH:30][CH:29]=2)=O)[C:23]=1OC.C(=O)([O-])[O-].[Na+].[Na+]. (8) Given the product [C:1]([O:5][C:6]([N:8]1[CH2:13][CH2:12][CH2:11][C@@H:10]([O:14][CH2:16][C:17]2[S:21][C:20]([C:22]3[CH:27]=[CH:26][C:25]([Cl:28])=[CH:24][CH:23]=3)=[N:19][C:18]=2[CH3:29])[CH2:9]1)=[O:7])([CH3:4])([CH3:2])[CH3:3], predict the reactants needed to synthesize it. The reactants are: [C:1]([O:5][C:6]([N:8]1[CH2:13][CH2:12][CH2:11][C@@H:10]([OH:14])[CH2:9]1)=[O:7])([CH3:4])([CH3:3])[CH3:2].Cl[CH2:16][C:17]1[S:21][C:20]([C:22]2[CH:27]=[CH:26][C:25]([Cl:28])=[CH:24][CH:23]=2)=[N:19][C:18]=1[CH3:29].